Dataset: NCI-60 drug combinations with 297,098 pairs across 59 cell lines. Task: Regression. Given two drug SMILES strings and cell line genomic features, predict the synergy score measuring deviation from expected non-interaction effect. Drug 1: CC1=C2C(C(=O)C3(C(CC4C(C3C(C(C2(C)C)(CC1OC(=O)C(C(C5=CC=CC=C5)NC(=O)OC(C)(C)C)O)O)OC(=O)C6=CC=CC=C6)(CO4)OC(=O)C)OC)C)OC. Drug 2: CC(C)NC(=O)C1=CC=C(C=C1)CNNC.Cl. Cell line: NCI-H460. Synergy scores: CSS=74.0, Synergy_ZIP=20.0, Synergy_Bliss=21.9, Synergy_Loewe=5.38, Synergy_HSA=19.9.